This data is from Peptide-MHC class I binding affinity with 185,985 pairs from IEDB/IMGT. The task is: Regression. Given a peptide amino acid sequence and an MHC pseudo amino acid sequence, predict their binding affinity value. This is MHC class I binding data. (1) The peptide sequence is AIAKAAAAV. The MHC is HLA-A02:06 with pseudo-sequence HLA-A02:06. The binding affinity (normalized) is 0.803. (2) The binding affinity (normalized) is 0.461. The MHC is HLA-A01:01 with pseudo-sequence HLA-A01:01. The peptide sequence is TVATSRTLSY. (3) The peptide sequence is FTTNIWMKF. The MHC is HLA-A26:02 with pseudo-sequence HLA-A26:02. The binding affinity (normalized) is 0.695. (4) The peptide sequence is YGIPFPGSL. The MHC is HLA-A03:01 with pseudo-sequence HLA-A03:01. The binding affinity (normalized) is 0.0847.